This data is from Full USPTO retrosynthesis dataset with 1.9M reactions from patents (1976-2016). The task is: Predict the reactants needed to synthesize the given product. (1) Given the product [O:25]=[C:9]([NH:8][C:4]1[CH:5]=[CH:6][CH:7]=[C:2]([C:30]2[CH:31]=[N:26][CH:27]=[N:28][CH:29]=2)[CH:3]=1)[C@@H:10]([NH:18][CH2:19][C:20]([O:22][CH2:23][CH3:24])=[O:21])[CH2:11][C:12]1[CH:17]=[CH:16][CH:15]=[CH:14][CH:13]=1, predict the reactants needed to synthesize it. The reactants are: Br[C:2]1[CH:3]=[C:4]([NH:8][C:9](=[O:25])[C@@H:10]([NH:18][CH2:19][C:20]([O:22][CH2:23][CH3:24])=[O:21])[CH2:11][C:12]2[CH:17]=[CH:16][CH:15]=[CH:14][CH:13]=2)[CH:5]=[CH:6][CH:7]=1.[N:26]1[CH:31]=[C:30](B(O)O)[CH:29]=[N:28][CH:27]=1. (2) The reactants are: [Cl:1][C:2]1[CH:3]=[C:4]([C:9]([C:12]2[N:16]([C:17]3[CH:22]=[CH:21][C:20]([F:23])=[CH:19][CH:18]=3)[C:15]([S:24][CH2:25][C:26]3[CH:27]=[CH:28][C:29]([F:34])=[C:30]([CH:33]=3)[C:31]#[N:32])=[N:14][CH:13]=2)([CH3:11])[CH3:10])[CH:5]=[CH:6][C:7]=1[Cl:8].C(O)(C(F)(F)F)=[O:36].OS(O)(=O)=O. Given the product [Cl:1][C:2]1[CH:3]=[C:4]([C:9]([C:12]2[N:16]([C:17]3[CH:18]=[CH:19][C:20]([F:23])=[CH:21][CH:22]=3)[C:15]([S:24][CH2:25][C:26]3[CH:27]=[CH:28][C:29]([F:34])=[C:30]([CH:33]=3)[C:31]([NH2:32])=[O:36])=[N:14][CH:13]=2)([CH3:11])[CH3:10])[CH:5]=[CH:6][C:7]=1[Cl:8], predict the reactants needed to synthesize it.